This data is from Reaction yield outcomes from USPTO patents with 853,638 reactions. The task is: Predict the reaction yield, written as a fraction of the theoretical maximum amount of product (1.0 means a 100% yield; for example, 0.34 means a 34% yield). (1) The reactants are [Cl:1][C:2]1[S:6][C:5]([S:7]([N:10]([CH2:17][CH3:18])[C:11]2([C:14]([OH:16])=O)[CH2:13][CH2:12]2)(=[O:9])=[O:8])=[CH:4][CH:3]=1.CCOC(OC(OCC)=O)=O.[CH:30]1([N:36]2[CH2:41][CH2:40][N:39]([C:42]3[CH:47]=[C:46]([CH2:48][NH2:49])[CH:45]=[C:44]([C:50]4[CH:55]=[CH:54][C:53]([C:56]([F:59])([F:58])[F:57])=[CH:52][CH:51]=4)[N:43]=3)[CH2:38][CH2:37]2)[CH2:35][CH2:34][CH2:33][CH2:32][CH2:31]1. The catalyst is C1COCC1. The product is [Cl:1][C:2]1[S:6][C:5]([S:7]([N:10]([CH2:17][CH3:18])[C:11]2([C:14]([NH:49][CH2:48][C:46]3[CH:45]=[C:44]([C:50]4[CH:51]=[CH:52][C:53]([C:56]([F:59])([F:57])[F:58])=[CH:54][CH:55]=4)[N:43]=[C:42]([N:39]4[CH2:38][CH2:37][N:36]([CH:30]5[CH2:35][CH2:34][CH2:33][CH2:32][CH2:31]5)[CH2:41][CH2:40]4)[CH:47]=3)=[O:16])[CH2:12][CH2:13]2)(=[O:8])=[O:9])=[CH:4][CH:3]=1. The yield is 0.100. (2) No catalyst specified. The yield is 0.700. The product is [CH3:1][C:2]1([CH3:23])[CH2:6][O:5][C:4]2=[CH:7][C:8]3[O:9][CH2:10][C:11]4([C:21]=3[CH:22]=[C:3]12)[C:19]1[C:14](=[CH:15][CH:16]=[CH:17][CH:18]=1)[N:13]([CH2:56][CH:57]1[CH2:62][CH2:61][N:60]([C:63]([O:65][C:66]([CH3:67])([CH3:69])[CH3:68])=[O:64])[CH2:59][CH2:58]1)[C:12]4=[O:20]. The reactants are [CH3:1][C:2]1([CH3:23])[CH2:6][O:5][C:4]2=[CH:7][C:8]3[O:9][CH2:10][C:11]4([C:21]=3[CH:22]=[C:3]12)[C:19]1[C:14](=[CH:15][CH:16]=[CH:17][CH:18]=1)[NH:13][C:12]4=[O:20].N1C2C(=CC=CC=2)C2(C3=CC4OCOC=4C=C3OC2)C1=O.S(O[CH2:56][CH:57]1[CH2:62][CH2:61][N:60]([C:63]([O:65][C:66]([CH3:69])([CH3:68])[CH3:67])=[O:64])[CH2:59][CH2:58]1)(C1C=CC(C)=CC=1)(=O)=O.FC1C=CC(CBr)=CC=1. (3) The reactants are [CH2:1]([O:3][C:4]([C:6]1[C:7]([CH3:21])=[N:8][C:9]([N:15]2[CH2:20][CH2:19][O:18][CH2:17][CH2:16]2)=[CH:10][C:11]=1/[CH:12]=[CH:13]/[CH3:14])=[O:5])[CH3:2]. The catalyst is CO. The product is [CH2:1]([O:3][C:4]([C:6]1[C:7]([CH3:21])=[N:8][C:9]([N:15]2[CH2:16][CH2:17][O:18][CH2:19][CH2:20]2)=[CH:10][C:11]=1[CH2:12][CH2:13][CH3:14])=[O:5])[CH3:2]. The yield is 0.790. (4) The reactants are [OH2:1].[OH-].[Li+].[Cl:4][C:5]1[CH:10]=[CH:9][C:8]([CH:11]2[C:15](=[O:16])[N:14]([C:17]([O:19][C:20]([CH3:23])([CH3:22])[CH3:21])=[O:18])[C:13]([CH3:25])([CH3:24])[CH2:12]2)=[CH:7][CH:6]=1. The catalyst is C1COCC1.CO.O. The product is [C:20]([O:19][C:17]([NH:14][C:13]([CH3:25])([CH3:24])[CH2:12][CH:11]([C:8]1[CH:9]=[CH:10][C:5]([Cl:4])=[CH:6][CH:7]=1)[C:15]([OH:1])=[O:16])=[O:18])([CH3:23])([CH3:22])[CH3:21]. The yield is 0.632. (5) The reactants are [C:1]1([CH2:7][CH2:8][CH2:9][CH2:10][C:11]2[O:12][C:13]3[C:22]4[C:21](=[CH:23][CH2:24][NH:25][C:26](=[O:29])[CH2:27][CH3:28])[CH2:20][CH2:19][C:18]=4[CH:17]=[CH:16][C:14]=3[N:15]=2)[CH:6]=[CH:5][CH:4]=[CH:3][CH:2]=1. The catalyst is CO.[C].[Pd]. The product is [C:1]1([CH2:7][CH2:8][CH2:9][CH2:10][C:11]2[O:12][C:13]3[C:22]4[CH:21]([CH2:23][CH2:24][NH:25][C:26](=[O:29])[CH2:27][CH3:28])[CH2:20][CH2:19][C:18]=4[CH:17]=[CH:16][C:14]=3[N:15]=2)[CH:6]=[CH:5][CH:4]=[CH:3][CH:2]=1. The yield is 0.870.